This data is from NCI-60 drug combinations with 297,098 pairs across 59 cell lines. The task is: Regression. Given two drug SMILES strings and cell line genomic features, predict the synergy score measuring deviation from expected non-interaction effect. Drug 1: C1=C(C(=O)NC(=O)N1)F. Drug 2: C1=CN(C(=O)N=C1N)C2C(C(C(O2)CO)O)O.Cl. Cell line: K-562. Synergy scores: CSS=61.5, Synergy_ZIP=-7.38, Synergy_Bliss=-8.58, Synergy_Loewe=-2.94, Synergy_HSA=-0.901.